This data is from Cav3 T-type calcium channel HTS with 100,875 compounds. The task is: Binary Classification. Given a drug SMILES string, predict its activity (active/inactive) in a high-throughput screening assay against a specified biological target. The molecule is O(C(C)C)c1c(OCCOc2c(OC)cccc2OC)cccc1. The result is 0 (inactive).